Dataset: Reaction yield outcomes from USPTO patents with 853,638 reactions. Task: Predict the reaction yield, written as a fraction of the theoretical maximum amount of product (1.0 means a 100% yield; for example, 0.34 means a 34% yield). (1) The reactants are CN([CH:4]=[N:5][C:6]([C:8]1([C:14]2[CH:19]=[CH:18][C:17]([O:20][CH2:21][CH2:22][CH2:23][N:24]3[CH2:28][CH2:27][CH2:26][CH2:25]3)=[CH:16][CH:15]=2)[CH2:13][CH2:12][O:11][CH2:10][CH2:9]1)=O)C.[CH3:29][NH:30][NH2:31].C(O)(=O)C.ClCCl. The catalyst is O.C(=O)([O-])[O-].[Na+].[Na+]. The product is [CH3:29][N:30]1[C:6]([C:8]2([C:14]3[CH:19]=[CH:18][C:17]([O:20][CH2:21][CH2:22][CH2:23][N:24]4[CH2:25][CH2:26][CH2:27][CH2:28]4)=[CH:16][CH:15]=3)[CH2:9][CH2:10][O:11][CH2:12][CH2:13]2)=[N:5][CH:4]=[N:31]1. The yield is 0.200. (2) No catalyst specified. The yield is 0.520. The product is [CH3:1][CH:2]1[CH2:7][CH2:6][CH2:5][CH2:4][N:3]1[C:8]1[CH:9]=[CH:10][C:11]2[CH2:12][NH:13][CH2:14][CH2:15][O:16][C:17]=2[N:18]=1. The reactants are [CH3:1][CH:2]1[CH2:7][CH2:6][CH2:5][CH2:4][N:3]1[C:8]1[CH:9]=[CH:10][C:11]2[CH2:12][N:13](C(OC(C)(C)C)=O)[CH2:14][CH2:15][O:16][C:17]=2[N:18]=1.Cl.C(OCC)(=O)C.[OH-].[Na+]. (3) The reactants are [Cl:1][C:2]1[CH:3]=[C:4]2[C:9](=[CH:10][C:11]=1[O:12][CH3:13])[N:8]=[C:7]([CH3:14])[C:6](I)=[C:5]2[O:16][CH2:17][CH3:18].[F:19][C:20]([F:39])([F:38])[O:21][C:22]1[CH:37]=[CH:36][C:25]([O:26][C:27]2[CH:32]=[CH:31][C:30](B(O)O)=[CH:29][CH:28]=2)=[CH:24][CH:23]=1.C(=O)([O-])[O-].[K+].[K+]. The catalyst is CN(C)C=O. The product is [Cl:1][C:2]1[CH:3]=[C:4]2[C:9](=[CH:10][C:11]=1[O:12][CH3:13])[N:8]=[C:7]([CH3:14])[C:6]([C:30]1[CH:29]=[CH:28][C:27]([O:26][C:25]3[CH:36]=[CH:37][C:22]([O:21][C:20]([F:19])([F:38])[F:39])=[CH:23][CH:24]=3)=[CH:32][CH:31]=1)=[C:5]2[O:16][CH2:17][CH3:18]. The yield is 0.570. (4) The reactants are [N+:1]([C:4]1[C:5]([N:14]2[CH2:19][C@H:18]([C:20]([F:23])([F:22])[F:21])[CH2:17][C@H:16]([NH:24][C:25](=[O:31])[O:26][C:27]([CH3:30])([CH3:29])[CH3:28])[CH2:15]2)=[C:6]2[CH2:13][CH2:12][CH2:11][C:7]2=[N+:8]([O-])[CH:9]=1)([O-:3])=[O:2].[CH3:32][C:33]([O:35]C(C)=O)=[O:34]. No catalyst specified. The product is [C:33]([O:35][CH:11]1[C:7]2=[N:8][CH:9]=[C:4]([N+:1]([O-:3])=[O:2])[C:5]([N:14]3[CH2:19][C@H:18]([C:20]([F:21])([F:23])[F:22])[CH2:17][C@H:16]([NH:24][C:25]([O:26][C:27]([CH3:28])([CH3:29])[CH3:30])=[O:31])[CH2:15]3)=[C:6]2[CH2:13][CH2:12]1)(=[O:34])[CH3:32]. The yield is 0.780. (5) The product is [Cl:1][C:2]1[CH:10]=[CH:9][C:8]2[N:7]([C:37]#[C:38][C:39]3[CH:44]=[N:43][C:42]([CH2:45][CH2:46][CH3:47])=[CH:41][CH:40]=3)[C:6]3[CH2:11][CH2:12][N:13]([CH3:15])[CH2:14][C:5]=3[C:4]=2[CH:3]=1. The reactants are [Cl:1][C:2]1[CH:10]=[CH:9][C:8]2[NH:7][C:6]3[CH2:11][CH2:12][N:13]([CH3:15])[CH2:14][C:5]=3[C:4]=2[CH:3]=1.C(=O)([O-])[O-].[K+].[K+].N1C2C(=CC=C3C=2N=CC=C3)C=CC=1.Br[C:37]#[C:38][C:39]1[CH:40]=[CH:41][C:42]([CH2:45][CH2:46][CH3:47])=[N:43][CH:44]=1. The yield is 0.180. The catalyst is C1(C)C=CC=CC=1.C(Cl)Cl.S([O-])([O-])(=O)=O.[Cu+2].O. (6) The reactants are [BrH:1].[N+]([C:5]1[NH:6][CH:7]=[C:8]([N+:10]([O-:12])=[O:11])[N:9]=1)([O-])=O.C(=O)([O-])O.[Na+]. The catalyst is CC1C=CC(C)=CC=1. The product is [Br:1][C:5]1[NH:6][CH:7]=[C:8]([N+:10]([O-:12])=[O:11])[N:9]=1. The yield is 0.476. (7) The reactants are [Cl:1][C:2]1[CH:3]=[CH:4][C:5]([S:9][CH2:10][C:11]2[CH:15]=[C:14]([N+:16]([O-:18])=[O:17])[NH:13][N:12]=2)=[C:6]([CH:8]=1)[NH2:7].[O:19]1[C:23]2[CH:24]=[CH:25][CH:26]=[CH:27][C:22]=2[CH:21]=[C:20]1[S:28](Cl)(=[O:30])=[O:29]. The catalyst is N1C=CC=CC=1. The product is [Cl:1][C:2]1[CH:3]=[CH:4][C:5]([S:9][CH2:10][C:11]2[CH:15]=[C:14]([N+:16]([O-:18])=[O:17])[NH:13][N:12]=2)=[C:6]([NH:7][S:28]([C:20]2[O:19][C:23]3[CH:24]=[CH:25][CH:26]=[CH:27][C:22]=3[CH:21]=2)(=[O:29])=[O:30])[CH:8]=1. The yield is 0.710.